This data is from Full USPTO retrosynthesis dataset with 1.9M reactions from patents (1976-2016). The task is: Predict the reactants needed to synthesize the given product. (1) The reactants are: [C:1]([O:5][C:6]([N:8]1[CH2:11][CH2:10][C@H:9]1[CH2:12][O:13][C:14]1[CH:15]=[C:16]([C:20]2[CH:21]=[C:22]([CH2:26][CH2:27][CH2:28][NH:29]C(=O)OCC3C=CC=CC=3)[CH:23]=[CH:24][CH:25]=2)[CH:17]=[N:18][CH:19]=1)=[O:7])([CH3:4])([CH3:3])[CH3:2].N#N. Given the product [C:1]([O:5][C:6]([N:8]1[CH2:11][CH2:10][C@H:9]1[CH2:12][O:13][C:14]1[CH:15]=[C:16]([C:20]2[CH:21]=[C:22]([CH2:26][CH2:27][CH2:28][NH2:29])[CH:23]=[CH:24][CH:25]=2)[CH:17]=[N:18][CH:19]=1)=[O:7])([CH3:4])([CH3:3])[CH3:2], predict the reactants needed to synthesize it. (2) Given the product [OH:43][CH:39]([C:38]1[CH:44]=[CH:45][CH:46]=[C:36]([C:15]2[CH:16]=[C:17]3[C:9]([C:4]4[CH:5]=[CH:6][CH:7]=[CH:8][C:3]=4[O:2][CH3:1])=[N:10][N:11]([CH2:27][O:28][CH2:29][CH2:30][Si:31]([CH3:34])([CH3:33])[CH3:32])[C:12]3=[N:13][CH:14]=2)[CH:37]=1)[C:40]([OH:42])=[O:41], predict the reactants needed to synthesize it. The reactants are: [CH3:1][O:2][C:3]1[CH:8]=[CH:7][CH:6]=[CH:5][C:4]=1[C:9]1[C:17]2[C:12](=[N:13][CH:14]=[C:15](B3OC(C)(C)C(C)(C)O3)[CH:16]=2)[N:11]([CH2:27][O:28][CH2:29][CH2:30][Si:31]([CH3:34])([CH3:33])[CH3:32])[N:10]=1.Br[C:36]1[CH:37]=[C:38]([CH:44]=[CH:45][CH:46]=1)[CH:39]([OH:43])[C:40]([OH:42])=[O:41].C1COCC1.C(=O)([O-])[O-].[Na+].[Na+]. (3) Given the product [CH2:20]([O:22][C:23]([C:25]1[N:29]([CH2:30][C:31]2[CH:36]=[CH:35][CH:34]=[C:33]([Cl:37])[CH:32]=2)[C:28]2[CH:38]=[C:39]([C:49]#[C:48][C:42]3[CH:47]=[CH:46][CH:45]=[CH:44][CH:43]=3)[S:40][C:27]=2[CH:26]=1)=[O:24])[CH3:21], predict the reactants needed to synthesize it. The reactants are: C1C=CC([As](C2C=CC=CC=2)C2C=CC=CC=2)=CC=1.[CH2:20]([O:22][C:23]([C:25]1[N:29]([CH2:30][C:31]2[CH:36]=[CH:35][CH:34]=[C:33]([Cl:37])[CH:32]=2)[C:28]2[CH:38]=[C:39](Br)[S:40][C:27]=2[CH:26]=1)=[O:24])[CH3:21].[C:42]1([C:48]#[C:49][Sn](C)(C)C)[CH:47]=[CH:46][CH:45]=[CH:44][CH:43]=1.C([O-])([O-])=O.[Na+].[Na+]. (4) Given the product [OH:1][C:2]([CH3:7])([CH3:6])[C:3]([O:5][CH2:11][C:12]1[CH:17]=[CH:16][CH:15]=[CH:14][CH:13]=1)=[O:4], predict the reactants needed to synthesize it. The reactants are: [OH:1][C:2]([CH3:7])([CH3:6])[C:3]([OH:5])=[O:4].[H-].[Na+].Br[CH2:11][C:12]1[CH:17]=[CH:16][CH:15]=[CH:14][CH:13]=1.